Dataset: Experimentally validated miRNA-target interactions with 360,000+ pairs, plus equal number of negative samples. Task: Binary Classification. Given a miRNA mature sequence and a target amino acid sequence, predict their likelihood of interaction. The miRNA is cel-miR-270 with sequence GGCAUGAUGUAGCAGUGGAG. The protein sequence of the target gene is MGGSASSQLDEGKCAYIRGKTEASIKNFSPYYSRQYSVAFCNHVRSEVEQQRDLTSQFLKTKPPLEPGTVLYEAELSQFAEDIRKWKDRYIVIKNDFAVESYESKEAYQRGAVPKSRILPAGGKVLTSEEEYSLLSDKHFPDPTASSEKNSQPFVLLPKAFPVYLWQPYLRHGYFCFHEAAEQQKFSALLNDCIRHLNHDYMKQTTFEAQAFLEAVQFFRQEKGHYGSWEMTTGDEVQVLSKLVMEELLPTLQTDLLPKLKGKKNDRKRAWFGLLEEAYNLVQHQVSEGLNALKEECRAL.... Result: 0 (no interaction).